Dataset: Catalyst prediction with 721,799 reactions and 888 catalyst types from USPTO. Task: Predict which catalyst facilitates the given reaction. (1) Reactant: C[O:2][C:3](=O)[CH:4]([C:6]([F:9])([F:8])[F:7])[OH:5].O.[NH2:12][NH2:13]. Product: [F:7][C:6]([F:9])([F:8])[CH:4]([OH:5])[C:3]([NH:12][NH2:13])=[O:2]. The catalyst class is: 51. (2) Reactant: [CH3:1][C:2]1[CH:7]=[CH:6][C:5]([S:8]([NH:11][CH2:12][C:13]2([C:18]([OH:20])=[O:19])[CH2:17][CH2:16][CH2:15][CH2:14]2)(=[O:10])=[O:9])=[CH:4][CH:3]=1.I[CH3:22].[OH-].[Na+]. Product: [CH3:22][N:11]([CH2:12][C:13]1([C:18]([OH:20])=[O:19])[CH2:17][CH2:16][CH2:15][CH2:14]1)[S:8]([C:5]1[CH:6]=[CH:7][C:2]([CH3:1])=[CH:3][CH:4]=1)(=[O:9])=[O:10]. The catalyst class is: 6. (3) Product: [C:36]1([CH3:46])[CH:37]=[CH:38][C:39]([S:42]([OH:45])(=[O:43])=[O:44])=[CH:40][CH:41]=1.[CH2:46]([C:9]1[N:10]=[C:11]([CH3:13])[O:12][C:8]=1[CH2:14][NH:15][C:16]([C:18]1[CH:22]=[C:21]([NH:23][C:24](=[O:34])[C:25]2[CH:30]=[C:29]([F:31])[C:28]([F:32])=[CH:27][C:26]=2[Cl:33])[NH:20][N:19]=1)=[O:17])[C:36]1[CH:41]=[CH:40][CH:39]=[CH:38][CH:37]=1. The catalyst class is: 13. Reactant: C([C:8]1([CH2:14][NH:15][C:16]([C:18]2[CH:22]=[C:21]([NH:23][C:24](=[O:34])[C:25]3[CH:30]=[C:29]([F:31])[C:28]([F:32])=[CH:27][C:26]=3[Cl:33])[NH:20][N:19]=2)=[O:17])[O:12][CH:11]([CH3:13])[N:10]=[CH:9]1)C1C=CC=CC=1.O.[C:36]1([CH3:46])[CH:41]=[CH:40][C:39]([S:42]([OH:45])(=[O:44])=[O:43])=[CH:38][CH:37]=1. (4) Reactant: [Cl:1][C:2]1[CH:3]=[CH:4][C:5]([C:8]#[N:9])=[N:6][CH:7]=1.[CH3:10][Sn:11](Cl)([CH3:13])[CH3:12].[Li+].CC([N-]C(C)C)C.[Cl-].[NH4+]. Product: [Cl:1][C:2]1[C:3]([Sn:11]([CH3:13])([CH3:12])[CH3:10])=[CH:4][C:5]([C:8]#[N:9])=[N:6][CH:7]=1. The catalyst class is: 1.